This data is from Forward reaction prediction with 1.9M reactions from USPTO patents (1976-2016). The task is: Predict the product of the given reaction. (1) Given the reactants C(OP([CH2:9][C:10]([O:12][CH2:13][CH3:14])=[O:11])(OCC)=O)C.[H-].[Na+].[Cl:17][C:18]1[CH:35]=[C:34]([Cl:36])[CH:33]=[CH:32][C:19]=1[O:20][C:21]1[C:26]([CH:27]=O)=[CH:25][N:24]=[C:23]([CH:29]([CH3:31])[CH3:30])[N:22]=1.[Cl-].[NH4+], predict the reaction product. The product is: [Cl:17][C:18]1[CH:35]=[C:34]([Cl:36])[CH:33]=[CH:32][C:19]=1[O:20][C:21]1[C:26](/[CH:27]=[CH:9]/[C:10]([O:12][CH2:13][CH3:14])=[O:11])=[CH:25][N:24]=[C:23]([CH:29]([CH3:31])[CH3:30])[N:22]=1. (2) Given the reactants [Cl:1][C:2]1[N:9]=[C:8](Cl)[CH:7]=[C:6]([CH:11]([F:13])[F:12])[C:3]=1[C:4]#[N:5].C([N:16]([CH2:19][CH3:20])[CH2:17][CH3:18])C.[C:21]([N:28]1[CH2:33]CC(N)C[CH2:29]1)([O:23][C:24]([CH3:27])([CH3:26])[CH3:25])=[O:22], predict the reaction product. The product is: [C:24]([O:23][C:21](=[O:22])[N:28]([CH:33]1[CH2:18][CH2:17][N:16]([C:8]2[CH:7]=[C:6]([CH:11]([F:13])[F:12])[C:3]([C:4]#[N:5])=[C:2]([Cl:1])[N:9]=2)[CH2:19][CH2:20]1)[CH3:29])([CH3:27])([CH3:26])[CH3:25]. (3) Given the reactants [H-].[Na+].C[O:4][C:5]([C:7]1[NH:8][CH:9]=[CH:10][CH:11]=1)=[O:6].[CH2:12](Br)[C:13]1[CH:18]=[CH:17][CH:16]=[CH:15][CH:14]=1.C(#N)C, predict the reaction product. The product is: [CH2:12]([N:8]1[CH:9]=[CH:10][CH:11]=[C:7]1[C:5]([OH:4])=[O:6])[C:13]1[CH:18]=[CH:17][CH:16]=[CH:15][CH:14]=1. (4) Given the reactants [Cl:1][C:2]1[CH:7]=[CH:6][C:5]([CH:8]([C:18]2[CH:23]=[CH:22][C:21]([Cl:24])=[CH:20][CH:19]=2)[N:9]2[CH2:14][CH2:13][N:12]([C:15](Cl)=[O:16])[CH2:11][CH2:10]2)=[CH:4][CH:3]=1.[OH:25][N:26]1[C:30](=[O:31])[CH2:29][NH:28][C:27]1=[O:32].CN(C=O)C, predict the reaction product. The product is: [Cl:1][C:2]1[CH:3]=[CH:4][C:5]([CH:8]([C:18]2[CH:19]=[CH:20][C:21]([Cl:24])=[CH:22][CH:23]=2)[N:9]2[CH2:14][CH2:13][N:12]([C:15]([O:25][N:26]3[C:30](=[O:31])[CH2:29][NH:28][C:27]3=[O:32])=[O:16])[CH2:11][CH2:10]2)=[CH:6][CH:7]=1.